Dataset: Peptide-MHC class I binding affinity with 185,985 pairs from IEDB/IMGT. Task: Regression. Given a peptide amino acid sequence and an MHC pseudo amino acid sequence, predict their binding affinity value. This is MHC class I binding data. (1) The peptide sequence is FLPSDYFPSV. The MHC is HLA-B40:01 with pseudo-sequence HLA-B40:01. The binding affinity (normalized) is 0.108. (2) The peptide sequence is REAPYELNI. The MHC is HLA-B40:01 with pseudo-sequence HLA-B40:01. The binding affinity (normalized) is 0.617. (3) The peptide sequence is WESGAVLCV. The MHC is HLA-A26:01 with pseudo-sequence HLA-A26:01. The binding affinity (normalized) is 0.0847. (4) The MHC is H-2-Kd with pseudo-sequence H-2-Kd. The binding affinity (normalized) is 0.101. The peptide sequence is LYVSKLNGP. (5) The peptide sequence is LQALSNLIL. The MHC is HLA-A29:02 with pseudo-sequence HLA-A29:02. The binding affinity (normalized) is 0.213. (6) The peptide sequence is EVRKAIEFV. The MHC is HLA-A29:02 with pseudo-sequence HLA-A29:02. The binding affinity (normalized) is 0.0847. (7) The peptide sequence is KLWTSISCA. The MHC is HLA-B39:01 with pseudo-sequence HLA-B39:01. The binding affinity (normalized) is 0.0847. (8) The peptide sequence is RFLYIIKLVF. The MHC is HLA-A24:02 with pseudo-sequence HLA-A24:02. The binding affinity (normalized) is 0.761. (9) The peptide sequence is STTFHQTLQD. The MHC is HLA-A68:02 with pseudo-sequence HLA-A68:02. The binding affinity (normalized) is 0.336. (10) The peptide sequence is YYQSGLSIVMP. The MHC is HLA-A11:01 with pseudo-sequence HLA-A11:01. The binding affinity (normalized) is 0.